Task: Predict the product of the given reaction.. Dataset: Forward reaction prediction with 1.9M reactions from USPTO patents (1976-2016) (1) Given the reactants [NH2:1][C:2]1[CH:10]=[CH:9][C:8]([Cl:11])=[CH:7][C:3]=1[C:4]([NH2:6])=[O:5].[OH-].[Na+].[CH2:14]1[CH2:18][O:17][CH2:16][CH2:15]1.C(Cl)(=O)CCC, predict the reaction product. The product is: [C:16]([NH:1][C:2]1[CH:10]=[CH:9][C:8]([Cl:11])=[CH:7][C:3]=1[C:4]([NH2:6])=[O:5])(=[O:17])[CH2:15][CH2:14][CH3:18]. (2) Given the reactants [CH3:1][C:2]1[CH:3]=[C:4]([CH3:23])[C:5]2[O:10][CH:9]([C:11]3[CH:16]=[CH:15][CH:14]=[CH:13][CH:12]=3)[C:8](=[O:17])[N:7]([CH2:18][CH2:19][CH:20]=[O:21])[C:6]=2[CH:22]=1.CC(=CC)C.P([O-])(O)(O)=[O:30].[Na+].Cl([O-])=O.[Na+], predict the reaction product. The product is: [CH3:1][C:2]1[CH:3]=[C:4]([CH3:23])[C:5]2[O:10][CH:9]([C:11]3[CH:16]=[CH:15][CH:14]=[CH:13][CH:12]=3)[C:8](=[O:17])[N:7]([CH2:18][CH2:19][C:20]([OH:30])=[O:21])[C:6]=2[CH:22]=1. (3) Given the reactants [Br:1][C:2]1[CH:3]=[C:4]([C:9]([F:12])([F:11])[F:10])[C:5]([OH:8])=[N:6][CH:7]=1.C1(P(C2C=CC=CC=2)C2C=CC=CC=2)C=CC=CC=1.O[CH2:33][CH2:34][CH:35]1[CH2:40][CH2:39][N:38]([C:41]([O:43][C:44]([CH3:47])([CH3:46])[CH3:45])=[O:42])[CH2:37][CH2:36]1.N(C(OC(C)C)=O)=NC(OC(C)C)=O, predict the reaction product. The product is: [Br:1][C:2]1[CH:3]=[C:4]([C:9]([F:12])([F:10])[F:11])[C:5]([O:8][CH2:33][CH2:34][CH:35]2[CH2:36][CH2:37][N:38]([C:41]([O:43][C:44]([CH3:45])([CH3:47])[CH3:46])=[O:42])[CH2:39][CH2:40]2)=[N:6][CH:7]=1. (4) Given the reactants [CH3:1][C:2]1([CH3:19])[C:10]2[C:5](=[CH:6][C:7]([N+:15]([O-:17])=[O:16])=[C:8]([NH:11]C(=O)C)[CH:9]=2)[NH:4][C:3]1=[O:18].Br[CH2:21][CH2:22][CH2:23][C:24]#[N:25].C([O-])([O-])=O.[K+].[K+].C1CCN2C(=NCCC2)CC1, predict the reaction product. The product is: [NH2:11][C:8]1[CH:9]=[C:10]2[C:5](=[CH:6][C:7]=1[N+:15]([O-:17])=[O:16])[N:4]([CH2:21][CH2:22][CH2:23][C:24]#[N:25])[C:3](=[O:18])[C:2]2([CH3:1])[CH3:19]. (5) Given the reactants [C:1]([C:3]1[C:4]([N:18]2[CH2:21][CH:20]([C:22](O)=[O:23])[CH2:19]2)=[N:5][C:6]([C:14]([F:17])([F:16])[F:15])=[C:7]([C:9]([O:11][CH2:12][CH3:13])=[O:10])[CH:8]=1)#[N:2].[CH3:25][C:26]1[CH:31]=[CH:30][C:29]([CH2:32][S:33]([NH2:36])(=[O:35])=[O:34])=[CH:28][CH:27]=1, predict the reaction product. The product is: [C:1]([C:3]1[C:4]([N:18]2[CH2:21][CH:20]([C:22]([NH:36][S:33]([CH2:32][C:29]3[CH:30]=[CH:31][C:26]([CH3:25])=[CH:27][CH:28]=3)(=[O:34])=[O:35])=[O:23])[CH2:19]2)=[N:5][C:6]([C:14]([F:15])([F:16])[F:17])=[C:7]([CH:8]=1)[C:9]([O:11][CH2:12][CH3:13])=[O:10])#[N:2]. (6) Given the reactants [C:1](Cl)(=O)[C:2]([Cl:4])=[O:3].[NH2:7][S:8]([C:11]1[C:12]([Cl:35])=[CH:13][C:14]([NH:28][CH2:29][C:30]2[O:31][CH:32]=[CH:33][CH:34]=2)=[C:15]([CH:27]=1)[C:16]([O:18][CH2:19][CH2:20]CC(OCC)=O)=[O:17])(=[O:10])=[O:9], predict the reaction product. The product is: [NH2:7][S:8]([C:11]1[C:12]([Cl:35])=[CH:13][C:14]([NH:28][CH2:29][C:30]2[O:31][CH:32]=[CH:33][CH:34]=2)=[C:15]([CH:27]=1)[C:16]([O:18][CH2:19][CH2:20][CH2:1][C:2]([Cl:4])=[O:3])=[O:17])(=[O:9])=[O:10]. (7) Given the reactants N[C:2]1[CH:9]=[CH:8][C:5]([C:6]#[N:7])=[C:4]([F:10])[CH:3]=1.[CH3:11][S:12]SC.N(OC(C)(C)C)=O, predict the reaction product. The product is: [F:10][C:4]1[CH:3]=[C:2]([S:12][CH3:11])[CH:9]=[CH:8][C:5]=1[C:6]#[N:7]. (8) Given the reactants [CH:1]1([NH:5][CH2:6][C:7]2[CH:8]=[CH:9][C:10]([F:21])=[C:11]([C:13]3[CH:18]=[CH:17][CH:16]=[C:15]([CH2:19][OH:20])[CH:14]=3)[CH:12]=2)[CH2:4][CH2:3][CH2:2]1.[CH3:22][N:23]1[CH:27]=[C:26]([C:28](O)=[O:29])[N:25]=[CH:24]1.CN(C(ON1N=NC2C=CC=NC1=2)=[N+](C)C)C.F[P-](F)(F)(F)(F)F.C(N(C(C)C)CC)(C)C, predict the reaction product. The product is: [CH:1]1([N:5]([CH2:6][C:7]2[CH:12]=[C:11]([C:13]3[CH:18]=[CH:17][CH:16]=[C:15]([CH2:19][OH:20])[CH:14]=3)[C:10]([F:21])=[CH:9][CH:8]=2)[C:28]([C:26]2[N:25]=[CH:24][N:23]([CH3:22])[CH:27]=2)=[O:29])[CH2:2][CH2:3][CH2:4]1. (9) Given the reactants [Cl:1][C:2]1[CH:3]=[C:4]([F:31])[C:5]([C:25]2[N:29]=[C:28]([CH3:30])[O:27][N:26]=2)=[C:6]([C:8]2[CH:9]=[C:10]3[C:14](=[CH:15][CH:16]=2)[C@@H:13]([NH:17][C:18]([C:20]2([NH2:24])[CH2:23][O:22][CH2:21]2)=[O:19])[CH2:12][CH2:11]3)[CH:7]=1.[O:32]1[C:36]([C:37](O)=[O:38])=[CH:35][CH:34]=[N:33]1, predict the reaction product. The product is: [Cl:1][C:2]1[CH:3]=[C:4]([F:31])[C:5]([C:25]2[N:29]=[C:28]([CH3:30])[O:27][N:26]=2)=[C:6]([C:8]2[CH:9]=[C:10]3[C:14](=[CH:15][CH:16]=2)[C@@H:13]([NH:17][C:18]([C:20]2([NH:24][C:37]([C:36]4[O:32][N:33]=[CH:34][CH:35]=4)=[O:38])[CH2:21][O:22][CH2:23]2)=[O:19])[CH2:12][CH2:11]3)[CH:7]=1. (10) Given the reactants [C:1]([C:3]1[CH:8]=[CH:7][C:6]([CH:9]([CH3:15])[C:10]([O:12]CC)=[O:11])=[CH:5][C:4]=1[O:16][CH3:17])#[N:2].O1CCCC1.O.[OH-].[Na+], predict the reaction product. The product is: [C:1]([C:3]1[CH:8]=[CH:7][C:6]([CH:9]([CH3:15])[C:10]([OH:12])=[O:11])=[CH:5][C:4]=1[O:16][CH3:17])#[N:2].